From a dataset of Full USPTO retrosynthesis dataset with 1.9M reactions from patents (1976-2016). Predict the reactants needed to synthesize the given product. (1) Given the product [CH2:2]([O:3][C:4]([C:6]1[NH:7][C:8]2[C:13]([CH:14]=1)=[CH:12][CH:11]=[CH:10][C:9]=2[CH2:15][CH3:16])=[O:5])[CH3:1], predict the reactants needed to synthesize it. The reactants are: [CH3:1][CH2:2][O:3][C:4]([C:6]1[N:7](C(OC(C)(C)C)=O)[C:8]2[C:13]([CH:14]=1)=[CH:12][CH:11]=[CH:10][C:9]=2[CH2:15][CH3:16])=[O:5].FC(F)(F)C(O)=O. (2) Given the product [CH3:2][N:3]([CH3:8])[CH2:4][C:5]([NH:28][C:29]1[CH:30]=[C:31]([C:35]2[C:43]3[C:38](=[CH:39][CH:40]=[C:41]([C:44]([NH2:46])=[O:45])[CH:42]=3)[N:37]([CH:47]3[CH2:52][CH2:51][CH2:50][CH2:49][O:48]3)[N:36]=2)[CH:32]=[CH:33][CH:34]=1)=[O:6], predict the reactants needed to synthesize it. The reactants are: Cl.[CH3:2][N:3]([CH3:8])[CH2:4][C:5](O)=[O:6].Cl.CN(C)CCCN=C=NCC.C(N(CC)CC)C.[NH2:28][C:29]1[CH:30]=[C:31]([C:35]2[C:43]3[C:38](=[CH:39][CH:40]=[C:41]([C:44]([NH2:46])=[O:45])[CH:42]=3)[N:37]([CH:47]3[CH2:52][CH2:51][CH2:50][CH2:49][O:48]3)[N:36]=2)[CH:32]=[CH:33][CH:34]=1. (3) Given the product [NH2:7][CH2:8][CH2:9][CH:10]([NH:17][C:18]([C:19]1[CH:24]=[CH:23][C:22]([Cl:25])=[C:21]([NH:26][C:27]([C:29]2[C:46](=[O:47])[NH:45][C:32]3[N:33]=[C:34]([N:37]4[CH2:38][C@H:39]5[O:44][C@H:42]([CH2:41][CH2:40]5)[CH2:43]4)[N:35]=[CH:36][C:31]=3[CH:30]=2)=[O:28])[CH:20]=1)=[O:48])[C:11]1[CH:12]=[CH:13][CH:14]=[CH:15][CH:16]=1, predict the reactants needed to synthesize it. The reactants are: C(OC(=O)[NH:7][CH2:8][CH2:9][CH:10]([NH:17][C:18](=[O:48])[C:19]1[CH:24]=[CH:23][C:22]([Cl:25])=[C:21]([NH:26][C:27]([C:29]2[C:46](=[O:47])[NH:45][C:32]3[N:33]=[C:34]([N:37]4[CH2:43][C@H:42]5[O:44][C@H:39]([CH2:40][CH2:41]5)[CH2:38]4)[N:35]=[CH:36][C:31]=3[CH:30]=2)=[O:28])[CH:20]=1)[C:11]1[CH:16]=[CH:15][CH:14]=[CH:13][CH:12]=1)(C)(C)C.Cl. (4) Given the product [C:8]([Si:5]([O:4][CH2:3][CH2:2][O:25][C:21]1[CH:22]=[CH:23][CH:24]=[C:19]([I:18])[CH:20]=1)([CH3:7])[CH3:6])([CH3:11])([CH3:10])[CH3:9], predict the reactants needed to synthesize it. The reactants are: Br[CH2:2][CH2:3][O:4][Si:5]([C:8]([CH3:11])([CH3:10])[CH3:9])([CH3:7])[CH3:6].C(=O)([O-])[O-].[K+].[K+].[I:18][C:19]1[CH:20]=[C:21]([OH:25])[CH:22]=[CH:23][CH:24]=1. (5) The reactants are: Br[C:2]1[C:7]([C:8]([O:10][CH3:11])=[O:9])=[CH:6][N:5]=[CH:4][CH:3]=1.C(=O)([O-])[O-].[Cs+].[Cs+].[CH3:18][O:19][C:20]1[CH:25]=[C:24]([N+:26]([O-:28])=[O:27])[CH:23]=[CH:22][C:21]=1B1OC(C)(C)C(C)(C)O1. Given the product [CH3:18][O:19][C:20]1[CH:25]=[C:24]([N+:26]([O-:28])=[O:27])[CH:23]=[CH:22][C:21]=1[C:2]1[C:7]([C:8]([O:10][CH3:11])=[O:9])=[CH:6][N:5]=[CH:4][CH:3]=1, predict the reactants needed to synthesize it.